Dataset: Peptide-MHC class I binding affinity with 185,985 pairs from IEDB/IMGT. Task: Regression. Given a peptide amino acid sequence and an MHC pseudo amino acid sequence, predict their binding affinity value. This is MHC class I binding data. (1) The peptide sequence is TYLALMATF. The MHC is HLA-A23:01 with pseudo-sequence HLA-A23:01. The binding affinity (normalized) is 0.871. (2) The MHC is HLA-A31:01 with pseudo-sequence HLA-A31:01. The peptide sequence is EGGVGWRHW. The binding affinity (normalized) is 0. (3) The peptide sequence is IIMRRFFYF. The MHC is HLA-A02:01 with pseudo-sequence HLA-A02:01. The binding affinity (normalized) is 0.677.